Dataset: Forward reaction prediction with 1.9M reactions from USPTO patents (1976-2016). Task: Predict the product of the given reaction. Given the reactants [Br:1][C:2]1[CH:7]=[C:6]([C:8]([F:11])([F:10])[F:9])[CH:5]=[C:4]([OH:12])[C:3]=1O.[C:14]([O-:17])([O-])=O.[K+].[K+].[CH2:20](Br)[C:21]1[CH:26]=[CH:25][CH:24]=[CH:23][CH:22]=1.O, predict the reaction product. The product is: [CH2:20]([O:12][C:4]1[CH:5]=[C:6]([C:8]([F:11])([F:10])[F:9])[CH:7]=[C:2]([Br:1])[C:3]=1[O:17][CH2:14][C:2]1[CH:7]=[CH:6][CH:5]=[CH:4][CH:3]=1)[C:21]1[CH:26]=[CH:25][CH:24]=[CH:23][CH:22]=1.